This data is from Full USPTO retrosynthesis dataset with 1.9M reactions from patents (1976-2016). The task is: Predict the reactants needed to synthesize the given product. (1) The reactants are: [F:1][C:2]1[CH:3]=[C:4]([C:8]2[N:17]=[C:16]([C:18]([OH:20])=O)[C:15]3[C:10](=[CH:11][CH:12]=[CH:13][CH:14]=3)[N:9]=2)[CH:5]=[CH:6][CH:7]=1.Cl.[OH:22][C:23]1[C:32]([N:33]([CH3:35])[CH3:34])=[CH:31][CH:30]=[C:29]2[C:24]=1[CH2:25][CH2:26][NH:27][CH2:28]2. Given the product [F:1][C:2]1[CH:3]=[C:4]([C:8]2[N:17]=[C:16]([C:18]([N:27]3[CH2:26][CH2:25][C:24]4[C:29](=[CH:30][CH:31]=[C:32]([N:33]([CH3:35])[CH3:34])[C:23]=4[OH:22])[CH2:28]3)=[O:20])[C:15]3[C:10](=[CH:11][CH:12]=[CH:13][CH:14]=3)[N:9]=2)[CH:5]=[CH:6][CH:7]=1, predict the reactants needed to synthesize it. (2) Given the product [CH:8]([N:11]1[C:15]([C:16]2[N:25]=[C:24]3[C:23]4[CH:26]=[CH:27][C:28]([CH:30]5[CH2:35][CH2:34][N:33]([CH2:42][CH2:41][S:38]([N:37]([CH3:43])[CH3:36])(=[O:40])=[O:39])[CH2:32][CH2:31]5)=[CH:29][C:22]=4[O:21][CH2:20][CH2:19][N:18]3[CH:17]=2)=[N:14][CH:13]=[N:12]1)([CH3:10])[CH3:9], predict the reactants needed to synthesize it. The reactants are: FC(F)(F)C(O)=O.[CH:8]([N:11]1[C:15]([C:16]2[N:25]=[C:24]3[N:18]([CH2:19][CH2:20][O:21][C:22]4[CH:29]=[C:28]([CH:30]5[CH2:35][CH2:34][NH:33][CH2:32][CH2:31]5)[CH:27]=[CH:26][C:23]=43)[CH:17]=2)=[N:14][CH:13]=[N:12]1)([CH3:10])[CH3:9].[CH3:36][N:37]([CH3:43])[S:38]([CH:41]=[CH2:42])(=[O:40])=[O:39].